This data is from Merck oncology drug combination screen with 23,052 pairs across 39 cell lines. The task is: Regression. Given two drug SMILES strings and cell line genomic features, predict the synergy score measuring deviation from expected non-interaction effect. Drug 1: O=C(NOCC(O)CO)c1ccc(F)c(F)c1Nc1ccc(I)cc1F. Drug 2: Cn1c(=O)n(-c2ccc(C(C)(C)C#N)cc2)c2c3cc(-c4cnc5ccccc5c4)ccc3ncc21. Cell line: OV90. Synergy scores: synergy=38.9.